Dataset: Experimentally validated miRNA-target interactions with 360,000+ pairs, plus equal number of negative samples. Task: Binary Classification. Given a miRNA mature sequence and a target amino acid sequence, predict their likelihood of interaction. (1) The miRNA is mmu-miR-425-5p with sequence AAUGACACGAUCACUCCCGUUGA. The protein sequence of the target gene is MAEVPPGPSSLLPPPAPAAPAAAELRCPFPAGAALACCSEDEEDDEEHEGGCGSPAGGEAATSAKARSCLRCPQLPPEQQQQQLNGLIGPELRHLRAAATLKSKVLSAAEAAAPDGASKVTATKGAEGHPGERPPHSVPNNARTALPGRSEAAAAAAGAASDPAAARNGLVEGTEQQEEEEMDEQVRLLSSSLTTGCSLRSSQGREAEPGEDRTIRYVRYESELQMPDIMRLITKDLSEPYSIYTYRYFIHNWPQLCFLAMVGEECVGAIVCKLDMHKKMFRRGYIAMLAVDSKYRRNGI.... Result: 0 (no interaction). (2) The miRNA is hsa-miR-5189-3p with sequence UGCCAACCGUCAGAGCCCAGA. The protein sequence of the target gene is MAASRSAGEAGPGGSQGRVVRMKRRGGRGPRRGPAGGGEKALKRLKLAVEEFVHATSEGEAPGGCEGRGAPVSFRPGGRKSRKELRKEKRHLRKARRLQRTAGPEQGPGLGGRSGAEEASGHRQDTEERARPAPSRDPSPPRKPRPSRVKAKATAATAKTRPSAAATAAARKRALLAANEEEDREIRKLERCLGLNKRKKKDGSSSVPLSFARDGLDYILGALESGKNSGLYDSSGEEEEDAGQTLPESDLESDSQDESEEEEEGDVEKEKKAQEAEAQSEDDDEDTEEEQGEEKEKGAQ.... Result: 1 (interaction). (3) The miRNA is hsa-miR-4725-3p with sequence UGGGGAAGGCGUCAGUGUCGGG. The protein sequence of the target gene is MDSDSCAAAFHPEEYSPTCKRRRTVEDFNKFCTFVLAYAGYIPYPKEELPLRSSPSPANSTAGTIDSDGWDTGFSDITPSVPDRCFSHLQPSLLQRAKPSNYLLDRKTTDKLKKKKRRKRRDSDIPVKEGFRESLLKLEAADPYVETPSSPTMQDIPQASADPCSGWDSDTPSSGSCATVSPDQVTEIKTEGKRTIVRQGKQVVFRDEDSTGNDEDIMVDSDDDSWDLVTCFCMKPFAGRPMIECNECHTWIHLSCAKIRKSNVPEVFVCQKCRDSKFDIRRSNRSRMGSRKLFLD. Result: 0 (no interaction).